Dataset: Forward reaction prediction with 1.9M reactions from USPTO patents (1976-2016). Task: Predict the product of the given reaction. (1) Given the reactants C[O:2][C:3](=[O:17])[CH:4](Br)[C:5]1[CH:10]=[CH:9][C:8]([O:11][C:12]([F:15])([F:14])[F:13])=[CH:7][CH:6]=1.[CH:18]1([SH:23])[CH2:22][CH2:21][CH2:20][CH2:19]1.[NH2:24][C:25]1[S:26][CH:27]=[CH:28][N:29]=1, predict the reaction product. The product is: [CH:18]1([S:23][CH:4]([C:5]2[CH:10]=[CH:9][C:8]([O:11][C:12]([F:15])([F:14])[F:13])=[CH:7][CH:6]=2)[C:3]([OH:2])=[O:17])[CH2:22][CH2:21][CH2:20][CH2:19]1.[CH:18]1([S:23][CH:4]([C:5]2[CH:6]=[CH:7][C:8]([O:11][C:12]([F:13])([F:14])[F:15])=[CH:9][CH:10]=2)[C:3]([NH:24][C:25]2[S:26][CH:27]=[CH:28][N:29]=2)=[O:17])[CH2:22][CH2:21][CH2:20][CH2:19]1. (2) Given the reactants C(OC(C(F)(F)F)=O)(C(F)(F)F)=O.[Cl:14][C:15]1[C:16]([OH:37])=[C:17]([CH2:25][CH2:26][CH2:27][CH2:28][CH2:29][CH2:30][CH2:31][CH2:32][CH2:33][C:34]([OH:36])=[O:35])[C:18]([OH:24])=[C:19]([CH:22]=[O:23])[C:20]=1[CH3:21].[CH3:38][C:39](O)([CH3:41])[CH3:40].C([O-])(O)=O.[Na+], predict the reaction product. The product is: [Cl:14][C:15]1[C:16]([OH:37])=[C:17]([CH2:25][CH2:26][CH2:27][CH2:28][CH2:29][CH2:30][CH2:31][CH2:32][CH2:33][C:34]([O:36][C:39]([CH3:41])([CH3:40])[CH3:38])=[O:35])[C:18]([OH:24])=[C:19]([CH:22]=[O:23])[C:20]=1[CH3:21]. (3) The product is: [ClH:1].[CH3:28][N:12]([CH2:11][CH2:10][CH2:9][CH2:8][O:7][C:6]1[CH:20]=[CH:21][CH:22]=[C:4]([C:3]([F:23])([F:24])[F:2])[CH:5]=1)[CH2:13][C:14]1[CH:15]=[CH:16][CH:17]=[CH:18][CH:19]=1. Given the reactants [ClH:1].[F:2][C:3]([F:24])([F:23])[C:4]1[CH:5]=[C:6]([CH:20]=[CH:21][CH:22]=1)[O:7][CH2:8][CH2:9][CH2:10][CH2:11][NH:12][CH2:13][C:14]1[CH:19]=[CH:18][CH:17]=[CH:16][CH:15]=1.C=O.S1C=CC=[CH:28]1.C([O-])(=O)C.[K+].[H][H], predict the reaction product. (4) Given the reactants [CH2:1]([O:8][N:9]1[C:14]2[N:15]=[CH:16][N:17]=[C:18]([CH3:19])[C:13]=2[C:12]([NH:20][CH2:21][C:22]2[CH:27]=[CH:26][C:25]([N:28](S(C)(=O)=O)[S:29]([CH3:32])(=[O:31])=[O:30])=[CH:24][CH:23]=2)=[CH:11][C:10]1=[O:37])[C:2]1[CH:7]=[CH:6][CH:5]=[CH:4][CH:3]=1.[OH-].[Na+], predict the reaction product. The product is: [CH2:1]([O:8][N:9]1[C:14]2[N:15]=[CH:16][N:17]=[C:18]([CH3:19])[C:13]=2[C:12]([NH:20][CH2:21][C:22]2[CH:23]=[CH:24][C:25]([NH:28][S:29]([CH3:32])(=[O:31])=[O:30])=[CH:26][CH:27]=2)=[CH:11][C:10]1=[O:37])[C:2]1[CH:7]=[CH:6][CH:5]=[CH:4][CH:3]=1.